Dataset: Full USPTO retrosynthesis dataset with 1.9M reactions from patents (1976-2016). Task: Predict the reactants needed to synthesize the given product. (1) Given the product [NH2:35][C:32]1[N:33]=[CH:34][C:29]([C:6]2[CH:5]=[C:4]([NH:17][C:18]3[N:23]=[C:22]([C:24]([F:25])([F:26])[F:27])[CH:21]=[CH:20][N:19]=3)[CH:3]=[C:2]([CH3:1])[CH:7]=2)=[CH:30][CH:31]=1, predict the reactants needed to synthesize it. The reactants are: [CH3:1][C:2]1[CH:3]=[C:4]([NH:17][C:18]2[N:23]=[C:22]([C:24]([F:27])([F:26])[F:25])[CH:21]=[CH:20][N:19]=2)[CH:5]=[C:6](B2OC(C)(C)C(C)(C)O2)[CH:7]=1.I[C:29]1[CH:30]=[CH:31][C:32]([NH2:35])=[N:33][CH:34]=1.C(=O)([O-])[O-].[Na+].[Na+]. (2) Given the product [NH2:17][C:14]1[CH:15]=[CH:16][C:11](/[CH:10]=[CH:9]/[C:8]([C:5]2[CH:4]=[CH:3][C:2]([F:1])=[CH:7][CH:6]=2)=[O:20])=[CH:12][CH:13]=1, predict the reactants needed to synthesize it. The reactants are: [F:1][C:2]1[CH:7]=[CH:6][C:5]([C:8](=[O:20])/[CH:9]=[CH:10]/[C:11]2[CH:16]=[CH:15][C:14]([N+:17]([O-])=O)=[CH:13][CH:12]=2)=[CH:4][CH:3]=1.Cl[Sn]Cl.[OH-].[Na+]. (3) Given the product [CH:27]1([NH:28][C:29]([C:11]2[CH:10]=[C:9]([B:4]([OH:3])[OH:5])[CH:14]=[CH:13][N:12]=2)=[O:34])[CH2:25][CH2:26]1, predict the reactants needed to synthesize it. The reactants are: CC1(C)C(C)(C)[O:5][B:4]([C:9]2[CH:14]=[CH:13][N:12]=[C:11](N3CCNCC3)[CH:10]=2)[O:3]1.Cl.CN(C)[CH2:25][CH2:26][CH2:27][N:28]=[C:29]=NCC.[OH:34]N1C2C=CC=CC=2N=N1.C1(N)CC1.C(N(CC)C(C)C)(C)C. (4) Given the product [NH2:8][C@@H:9]([CH:40]([CH3:42])[CH3:41])[C:10]([O:12][C@@H:13]1[CH2:29][C@@H:28]2[C@@:16]([CH3:39])([C@@H:17]3[C@@H:25]([CH2:26][CH2:27]2)[C:24]2[C@@:20]([CH3:38])([C@@H:21]([C:31]4[CH:32]=[CH:33][C:34](=[O:37])[O:35][CH:36]=4)[CH2:22][CH:23]=2)[CH2:19][CH2:18]3)[CH2:15][CH2:14]1)=[O:11], predict the reactants needed to synthesize it. The reactants are: C(OC([NH:8][C@@H:9]([CH:40]([CH3:42])[CH3:41])[C:10]([O:12][C@@H:13]1[CH2:29][C@@H:28]2[C@@:16]([CH3:39])([C@@H:17]3[C@@H:25]([CH2:26][CH2:27]2)[C@:24]2(O)[C@@:20]([CH3:38])([C@@H:21]([C:31]4[CH:32]=[CH:33][C:34](=[O:37])[O:35][CH:36]=4)[CH2:22][CH2:23]2)[CH2:19][CH2:18]3)[CH2:15][CH2:14]1)=[O:11])=O)(C)(C)C.Cl. (5) Given the product [F:21][C:16]1[CH:15]=[C:14]([CH:19]=[CH:18][C:17]=1[F:20])[CH2:13][O:12][C:7]1[CH:6]=[C:5]2[C:10]([CH:11]=[C:2]([CH2:25][C:30]([NH2:35])=[O:31])[CH:3]=[N:4]2)=[N:9][CH:8]=1, predict the reactants needed to synthesize it. The reactants are: Br[C:2]1[CH:3]=[N:4][C:5]2[C:10]([CH:11]=1)=[N:9][CH:8]=[C:7]([O:12][CH2:13][C:14]1[CH:19]=[CH:18][C:17]([F:20])=[C:16]([F:21])[CH:15]=1)[CH:6]=2.FC1C=[C:25]([CH2:30][OH:31])C=CC=1F.BrC1C=[N:35]C2C(C=1)=NC=C(Br)C=2.[H-].[Na+]. (6) Given the product [NH2:7][C@H:8]([C:29]1[CH:34]=[CH:33][CH:32]=[CH:31][C:30]=1[Cl:35])[C:9]1[S:13][C:12]([NH:14][C:15]([C:17]2([C:20]3[CH:28]=[CH:27][C:23]4[O:24][CH2:25][O:26][C:22]=4[CH:21]=3)[CH2:19][CH2:18]2)=[O:16])=[N:11][CH:10]=1, predict the reactants needed to synthesize it. The reactants are: C([S@]([NH:7][C@H:8]([C:29]1[CH:34]=[CH:33][CH:32]=[CH:31][C:30]=1[Cl:35])[C:9]1[S:13][C:12]([NH:14][C:15]([C:17]2([C:20]3[CH:28]=[CH:27][C:23]4[O:24][CH2:25][O:26][C:22]=4[CH:21]=3)[CH2:19][CH2:18]2)=[O:16])=[N:11][CH:10]=1)=O)(C)(C)C.N[C@@H](C1C=CC=CC=1Cl)C1SC(NC(C2(C3C=CC4OCOC=4C=3)CC2)=O)=NC=1.